From a dataset of Peptide-MHC class I binding affinity with 185,985 pairs from IEDB/IMGT. Regression. Given a peptide amino acid sequence and an MHC pseudo amino acid sequence, predict their binding affinity value. This is MHC class I binding data. The peptide sequence is VFLNGQETL. The MHC is H-2-Kd with pseudo-sequence H-2-Kd. The binding affinity (normalized) is 0.370.